This data is from Reaction yield outcomes from USPTO patents with 853,638 reactions. The task is: Predict the reaction yield, written as a fraction of the theoretical maximum amount of product (1.0 means a 100% yield; for example, 0.34 means a 34% yield). (1) The yield is 0.780. The product is [N:1]1[CH:2]=[CH:3][C:4]([S:7][C:8]2[CH:18]=[CH:17][C:11]([C:12]([OH:14])=[O:13])=[CH:10][CH:9]=2)=[CH:5][CH:6]=1. The catalyst is O. The reactants are [N:1]1[CH:6]=[CH:5][C:4]([S:7][C:8]2[CH:18]=[CH:17][C:11]([C:12]([O:14]CC)=[O:13])=[CH:10][CH:9]=2)=[CH:3][CH:2]=1.[OH-].[Na+].O1CCCC1.CO. (2) The reactants are [CH2:1]([O:8][C:9]([N:11]1[CH2:15][CH2:14][CH2:13][CH:12]1[C:16]1[NH:17][C:18]([C:21]2[CH:26]=[CH:25][C:24](Br)=[CH:23][CH:22]=2)=[CH:19][N:20]=1)=[O:10])[C:2]1[CH:7]=[CH:6][CH:5]=[CH:4][CH:3]=1.[C:28]([O:32][C:33]([NH:35][C:36]1[CH:41]=[CH:40][C:39](B(O)O)=[CH:38][CH:37]=1)=[O:34])([CH3:31])([CH3:30])[CH3:29].C([O-])([O-])=O.[K+].[K+].N#N. The catalyst is C1C=CC([P]([Pd]([P](C2C=CC=CC=2)(C2C=CC=CC=2)C2C=CC=CC=2)([P](C2C=CC=CC=2)(C2C=CC=CC=2)C2C=CC=CC=2)[P](C2C=CC=CC=2)(C2C=CC=CC=2)C2C=CC=CC=2)(C2C=CC=CC=2)C2C=CC=CC=2)=CC=1.COCCOC. The product is [CH2:1]([O:8][C:9]([N:11]1[CH2:15][CH2:14][CH2:13][CH:12]1[C:16]1[NH:17][C:18]([C:21]2[CH:26]=[CH:25][C:24]([C:39]3[CH:38]=[CH:37][C:36]([NH:35][C:33]([O:32][C:28]([CH3:31])([CH3:30])[CH3:29])=[O:34])=[CH:41][CH:40]=3)=[CH:23][CH:22]=2)=[CH:19][N:20]=1)=[O:10])[C:2]1[CH:7]=[CH:6][CH:5]=[CH:4][CH:3]=1. The yield is 0.410.